This data is from Forward reaction prediction with 1.9M reactions from USPTO patents (1976-2016). The task is: Predict the product of the given reaction. (1) Given the reactants Br[C:2]1[CH:3]=[C:4]([CH:28]=[CH:29][CH:30]=1)[CH2:5][C@@H:6]([C:25]([OH:27])=[O:26])[NH:7][C:8]([C@H:10]1[CH2:15][CH2:14][C@H:13]([CH2:16][NH:17][C:18]([O:20][C:21]([CH3:24])([CH3:23])[CH3:22])=[O:19])[CH2:12][CH2:11]1)=[O:9].[CH3:31][N:32]([CH3:52])[CH2:33][CH2:34][CH2:35][O:36][C:37]1[CH:42]=[CH:41][C:40](B2OC(C)(C)C(C)(C)O2)=[CH:39][N:38]=1.C(=O)([O-])[O-].[Na+].[Na+].O, predict the reaction product. The product is: [C:21]([O:20][C:18]([NH:17][CH2:16][C@H:13]1[CH2:14][CH2:15][C@H:10]([C:8]([NH:7][C@H:6]([C:25]([OH:27])=[O:26])[CH2:5][C:4]2[CH:28]=[CH:29][CH:30]=[C:2]([C:40]3[CH:39]=[N:38][C:37]([O:36][CH2:35][CH2:34][CH2:33][N:32]([CH3:31])[CH3:52])=[CH:42][CH:41]=3)[CH:3]=2)=[O:9])[CH2:11][CH2:12]1)=[O:19])([CH3:24])([CH3:23])[CH3:22]. (2) Given the reactants [C:1]1([N:7]2[CH:11]=[C:10]([C:12]([NH:14][CH2:15][CH2:16][NH:17][C:18]([CH:20]3[CH2:25][CH2:24][CH2:23][NH:22][CH2:21]3)=[O:19])=[O:13])[C:9]([C:26]([F:29])([F:28])[F:27])=[N:8]2)[CH:6]=[CH:5][CH:4]=[CH:3][CH:2]=1.[CH:30](=O)[CH2:31][CH3:32].C(O[BH-](OC(=O)C)OC(=O)C)(=O)C.[Na+].[OH-].[Na+], predict the reaction product. The product is: [C:1]1([N:7]2[CH:11]=[C:10]([C:12]([NH:14][CH2:15][CH2:16][NH:17][C:18]([CH:20]3[CH2:25][CH2:24][CH2:23][N:22]([CH2:30][CH2:31][CH3:32])[CH2:21]3)=[O:19])=[O:13])[C:9]([C:26]([F:28])([F:29])[F:27])=[N:8]2)[CH:2]=[CH:3][CH:4]=[CH:5][CH:6]=1. (3) Given the reactants [CH3:1][O:2][C:3]1[CH:4]=[CH:5][C:6]2[NH:12][C:11](=[O:13])[N:10]([CH:14]3[CH2:19][CH2:18][NH:17][CH2:16][CH2:15]3)[CH2:9][CH2:8][C:7]=2[CH:20]=1.Cl[C:22]1[N:27]=[CH:26][N:25]=[C:24]([C:28]([C:30]2[CH:31]=[C:32]([CH3:39])[C:33]3[O:37][CH2:36][CH2:35][C:34]=3[CH:38]=2)=[O:29])[CH:23]=1.CCN(C(C)C)C(C)C, predict the reaction product. The product is: [CH3:1][O:2][C:3]1[CH:4]=[CH:5][C:6]2[NH:12][C:11](=[O:13])[N:10]([CH:14]3[CH2:19][CH2:18][N:17]([C:22]4[CH:23]=[C:24]([C:28]([C:30]5[CH:31]=[C:32]([CH3:39])[C:33]6[O:37][CH2:36][CH2:35][C:34]=6[CH:38]=5)=[O:29])[N:25]=[CH:26][N:27]=4)[CH2:16][CH2:15]3)[CH2:9][CH2:8][C:7]=2[CH:20]=1. (4) Given the reactants C(N(CC)CC)C.Cl.Cl.[NH2:10][C:11]1[C:20]2[N:21]=[C:22]([CH2:32][CH3:33])[N:23]([CH2:24][C:25]3([OH:31])[CH2:30][CH2:29][NH:28][CH2:27][CH2:26]3)[C:19]=2[C:18]2[N:17]=[CH:16][CH:15]=[CH:14][C:13]=2[N:12]=1.[N:34]1([C:40](Cl)=[O:41])[CH2:39][CH2:38][O:37][CH2:36][CH2:35]1, predict the reaction product. The product is: [NH2:10][C:11]1[C:20]2[N:21]=[C:22]([CH2:32][CH3:33])[N:23]([CH2:24][C:25]3([OH:31])[CH2:30][CH2:29][N:28]([C:40]([N:34]4[CH2:39][CH2:38][O:37][CH2:36][CH2:35]4)=[O:41])[CH2:27][CH2:26]3)[C:19]=2[C:18]2[N:17]=[CH:16][CH:15]=[CH:14][C:13]=2[N:12]=1. (5) Given the reactants S1C2C=CC=CC=2N=C1NN=CC1OC([N+]([O-])=O)=CC=1.[N+:21]([C:24]1[S:28][C:27]([CH:29]=O)=[CH:26][CH:25]=1)([O-:23])=[O:22].[NH:31]([C:33]1[S:34][C:35]2[CH:41]=[C:40]([C:42]([F:45])([F:44])[F:43])[CH:39]=[CH:38][C:36]=2[N:37]=1)[NH2:32], predict the reaction product. The product is: [F:45][C:42]([F:43])([F:44])[C:40]1[CH:39]=[CH:38][C:36]2[N:37]=[C:33]([NH:31][N:32]=[CH:29][C:27]3[S:28][C:24]([N+:21]([O-:23])=[O:22])=[CH:25][CH:26]=3)[S:34][C:35]=2[CH:41]=1. (6) Given the reactants [OH:1][C:2]12[CH2:16][CH:15]([CH3:17])[CH2:14][C:13](=[O:18])[CH:12]1[CH2:11][CH2:10][CH2:9][CH2:8][CH2:7][CH2:6][CH2:5][CH2:4][CH2:3]2.C(N(CC)CC)C.[Si:26](OS(C(F)(F)F)(=O)=O)([CH3:29])([CH3:28])[CH3:27].[NH4+].[Cl-], predict the reaction product. The product is: [CH3:17][CH:15]1[CH2:16][C:2]2([O:1][Si:26]([CH3:29])([CH3:28])[CH3:27])[CH:12]([CH2:11][CH2:10][CH2:9][CH2:8][CH2:7][CH2:6][CH2:5][CH2:4][CH2:3]2)[C:13](=[O:18])[CH2:14]1. (7) Given the reactants Br[CH2:2][C:3]([O:5]C)=[O:4].C(=O)([O-])[O-].[K+].[K+].C([O:16][CH2:17][C:18]([CH3:57])([CH3:56])[CH2:19][N:20]1[C:26]2[CH:27]=[CH:28][C:29]([Cl:31])=[CH:30][C:25]=2[C@@H:24]([C:32]2[CH:37]=[CH:36][CH:35]=[C:34]([O:38][CH3:39])[C:33]=2[O:40][CH3:41])[O:23][C@H:22]([CH2:42][C:43]2[CH:47]=[C:46]([OH:48])[N:45]([CH2:49][C:50]([O:52]CC)=[O:51])[N:44]=2)[C:21]1=[O:55])(=O)C, predict the reaction product. The product is: [C:3]([CH2:2][O:48][C:46]1[N:45]([CH2:49][C:50]([OH:52])=[O:51])[N:44]=[C:43]([CH2:42][C@H:22]2[O:23][C@H:24]([C:32]3[CH:37]=[CH:36][CH:35]=[C:34]([O:38][CH3:39])[C:33]=3[O:40][CH3:41])[C:25]3[CH:30]=[C:29]([Cl:31])[CH:28]=[CH:27][C:26]=3[N:20]([CH2:19][C:18]([CH3:56])([CH3:57])[CH2:17][OH:16])[C:21]2=[O:55])[CH:47]=1)([OH:5])=[O:4]. (8) Given the reactants [Cl:1][C:2]1[C:32]([CH3:33])=[CH:31][C:5]([O:6][CH2:7][CH2:8][CH2:9][C:10]2[C:18]3[C:13](=[C:14]([C:19]4[C:20]([CH3:26])=[N:21][N:22]([CH3:25])[C:23]=4[CH3:24])[CH:15]=[CH:16][CH:17]=3)[NH:12][C:11]=2[C:27]([F:30])([F:29])[F:28])=[CH:4][C:3]=1[CH3:34].Br[CH2:36][CH2:37][C:38]1[CH:47]=[CH:46][C:41]([C:42]([O:44][CH3:45])=[O:43])=[CH:40][CH:39]=1, predict the reaction product. The product is: [Cl:1][C:2]1[C:32]([CH3:33])=[CH:31][C:5]([O:6][CH2:7][CH2:8][CH2:9][C:10]2[C:18]3[C:13](=[C:14]([C:19]4[C:20]([CH3:26])=[N:21][N:22]([CH3:25])[C:23]=4[CH3:24])[CH:15]=[CH:16][CH:17]=3)[N:12]([CH2:36][CH2:37][C:38]3[CH:47]=[CH:46][C:41]([C:42]([O:44][CH3:45])=[O:43])=[CH:40][CH:39]=3)[C:11]=2[C:27]([F:30])([F:29])[F:28])=[CH:4][C:3]=1[CH3:34].